Dataset: Forward reaction prediction with 1.9M reactions from USPTO patents (1976-2016). Task: Predict the product of the given reaction. (1) Given the reactants [Br:1][C:2]1[C:6]([Br:7])=[C:5]([Br:8])[NH:4][N:3]=1.C([O-])([O-])=O.[K+].[K+].Cl[CH2:16][C:17]([N:19]1[CH2:24][CH2:23][N:22]([C:25]2[CH:30]=[CH:29][C:28]([F:31])=[CH:27][CH:26]=2)[CH2:21][CH2:20]1)=[O:18].CN(C=O)C, predict the reaction product. The product is: [F:31][C:28]1[CH:27]=[CH:26][C:25]([N:22]2[CH2:21][CH2:20][N:19]([C:17](=[O:18])[CH2:16][N:3]3[C:2]([Br:1])=[C:6]([Br:7])[C:5]([Br:8])=[N:4]3)[CH2:24][CH2:23]2)=[CH:30][CH:29]=1. (2) The product is: [Cl:22][C:20]1[CH:19]=[CH:18][C:16]2[NH:17][C:13]([C:8]3([NH2:7])[CH2:12][CH2:11][O:10][CH2:9]3)=[N:14][C:15]=2[CH:21]=1. Given the reactants C(OC(=O)[NH:7][C:8]1([C:13]2[NH:17][C:16]3[CH:18]=[CH:19][C:20]([Cl:22])=[CH:21][C:15]=3[N:14]=2)[CH2:12][CH2:11][O:10][CH2:9]1)(C)(C)C.C(O)(C(F)(F)F)=O, predict the reaction product. (3) Given the reactants [CH2:1]([C:5]1[C:6](=[CH:32][CH:33]=O)[CH2:7][C:8]([CH3:31])([CH3:30])[CH2:9][C:10]=1[CH:11]=[CH:12][C:13]1[CH:18]=[CH:17][C:16]([N:19]([CH2:24][CH2:25][CH2:26][CH3:27])[CH2:20][CH2:21][CH2:22][CH3:23])=[CH:15][C:14]=1[O:28][CH3:29])[CH2:2][CH2:3][CH3:4].[C:35]([C:37]1[C:38](=[C:53]([C:56]#[N:57])[C:54]#[N:55])[O:39][C:40]([C:47]2[CH:52]=[CH:51][CH:50]=[CH:49][CH:48]=2)([C:43]([F:46])([F:45])[F:44])[C:41]=1[CH3:42])#[N:36], predict the reaction product. The product is: [CH2:1]([C:5]1[C:6](=[CH:32][CH:33]=[CH:42][C:41]2[C:40]([C:47]3[CH:52]=[CH:51][CH:50]=[CH:49][CH:48]=3)([C:43]([F:46])([F:44])[F:45])[O:39][C:38](=[C:53]([C:56]#[N:57])[C:54]#[N:55])[C:37]=2[C:35]#[N:36])[CH2:7][C:8]([CH3:30])([CH3:31])[CH2:9][C:10]=1[CH:11]=[CH:12][C:13]1[CH:18]=[CH:17][C:16]([N:19]([CH2:24][CH2:25][CH2:26][CH3:27])[CH2:20][CH2:21][CH2:22][CH3:23])=[CH:15][C:14]=1[O:28][CH3:29])[CH2:2][CH2:3][CH3:4]. (4) Given the reactants [Br:1][C:2]1[CH:3]=[C:4]([CH:11]=[CH:12][C:13]=1[F:14])[C:5](N(OC)C)=[O:6].[CH3:15][Mg]Cl, predict the reaction product. The product is: [Br:1][C:2]1[CH:3]=[C:4]([C:5](=[O:6])[CH3:15])[CH:11]=[CH:12][C:13]=1[F:14].